From a dataset of Catalyst prediction with 721,799 reactions and 888 catalyst types from USPTO. Predict which catalyst facilitates the given reaction. Reactant: [NH2:1][C:2]([CH3:29])([CH3:28])[CH2:3][NH:4][CH:5]([C:9]1[N:18]([CH2:19][C:20]2[CH:25]=[CH:24][CH:23]=[CH:22][CH:21]=2)[C:17](=[O:26])[C:16]2[C:11](=[CH:12][C:13]([Cl:27])=[CH:14][CH:15]=2)[N:10]=1)[CH:6]([CH3:8])[CH3:7].C(N(CC)CC)C.[F:37][C:38]1[CH:39]=[C:40]([CH:44]=[CH:45][C:46]=1[CH3:47])[C:41](Cl)=[O:42]. Product: [CH2:19]([N:18]1[C:17](=[O:26])[C:16]2[C:11](=[CH:12][C:13]([Cl:27])=[CH:14][CH:15]=2)[N:10]=[C:9]1[CH:5]([NH:4][CH2:3][C:2]([NH:1][C:41](=[O:42])[C:40]1[CH:44]=[CH:45][C:46]([CH3:47])=[C:38]([F:37])[CH:39]=1)([CH3:29])[CH3:28])[CH:6]([CH3:8])[CH3:7])[C:20]1[CH:21]=[CH:22][CH:23]=[CH:24][CH:25]=1. The catalyst class is: 4.